From a dataset of Forward reaction prediction with 1.9M reactions from USPTO patents (1976-2016). Predict the product of the given reaction. (1) The product is: [CH:1]([NH:14][C:15]1[CH:20]=[CH:19][C:18]([Cl:21])=[CH:17][C:16]=1[C:33]#[C:32][CH2:31][CH2:30][NH:34][S:35]([CH2:38][C:39]1[CH:44]=[CH:43][C:42]([Cl:45])=[C:41]([Cl:46])[CH:40]=1)(=[O:37])=[O:36])([C:8]1[CH:13]=[CH:12][CH:11]=[CH:10][CH:9]=1)[C:2]1[CH:7]=[CH:6][CH:5]=[CH:4][CH:3]=1. Given the reactants [CH:1]([NH:14][C:15]1[CH:20]=[CH:19][C:18]([Cl:21])=[CH:17][C:16]=1I)([C:8]1[CH:13]=[CH:12][CH:11]=[CH:10][CH:9]=1)[C:2]1[CH:7]=[CH:6][CH:5]=[CH:4][CH:3]=1.C(N(CC)CC)C.[CH2:30]([NH:34][S:35]([CH2:38][C:39]1[CH:44]=[CH:43][C:42]([Cl:45])=[C:41]([Cl:46])[CH:40]=1)(=[O:37])=[O:36])[CH2:31][C:32]#[CH:33], predict the reaction product. (2) Given the reactants [C:1]1(=[O:11])[O:6][C:4](=O)[C:3]2=[CH:7][CH:8]=[CH:9][CH:10]=[C:2]12.[CH3:12][O:13][C:14]1[C:15]([N+:22]([O-:24])=[O:23])=[CH:16][C:17]([CH3:21])=[C:18]([NH2:20])[CH:19]=1, predict the reaction product. The product is: [CH3:12][O:13][C:14]1[C:15]([N+:22]([O-:24])=[O:23])=[CH:16][C:17]([CH3:21])=[C:18]([N:20]2[C:1](=[O:11])[C:2]3[C:3](=[CH:7][CH:8]=[CH:9][CH:10]=3)[C:4]2=[O:6])[CH:19]=1.